Dataset: Full USPTO retrosynthesis dataset with 1.9M reactions from patents (1976-2016). Task: Predict the reactants needed to synthesize the given product. (1) Given the product [F:2][C:3]1[CH:4]=[CH:5][C:6]([C:9]2[O:10][C:11]3[CH2:16][CH2:15][N:14]([C:19]4[N:20]=[CH:21][CH:22]=[CH:23][C:24]=4[C:25]#[N:26])[CH2:13][C:12]=3[N:17]=2)=[CH:7][CH:8]=1, predict the reactants needed to synthesize it. The reactants are: Cl.[F:2][C:3]1[CH:8]=[CH:7][C:6]([C:9]2[O:10][C:11]3[CH2:16][CH2:15][NH:14][CH2:13][C:12]=3[N:17]=2)=[CH:5][CH:4]=1.Cl[C:19]1[C:24]([C:25]#[N:26])=[CH:23][CH:22]=[CH:21][N:20]=1.CCN(C(C)C)C(C)C. (2) Given the product [S:4]1[C:8]([CH2:9][C:10]2[CH:11]=[C:12]([C@H:20]3[C@H:25]([OH:26])[C@@H:24]([OH:34])[C@H:23]([OH:42])[C@@H:22]([CH2:50][OH:51])[O:21]3)[C:13]3[C:18]([CH:19]=2)=[CH:17][CH:16]=[CH:15][CH:14]=3)=[CH:7][C:6]2[CH:59]=[CH:60][CH:61]=[CH:62][C:5]1=2, predict the reactants needed to synthesize it. The reactants are: CSC.[S:4]1[C:8]([CH2:9][C:10]2[CH:11]=[C:12]([C@H:20]3[C@@H:25]([O:26]CC4C=CC=CC=4)[C@@H:24]([O:34]CC4C=CC=CC=4)[C@@H:23]([O:42]CC4C=CC=CC=4)[C@@H:22]([CH2:50][O:51]CC4C=CC=CC=4)[O:21]3)[C:13]3[C:18]([CH:19]=2)=[CH:17][CH:16]=[CH:15][CH:14]=3)=[CH:7][C:6]2[CH:59]=[CH:60][CH:61]=[CH:62][C:5]1=2.O. (3) Given the product [F:26][C:25]([F:27])([F:28])[C:22]1[CH:21]=[C:20]([C:29]([F:30])([F:31])[F:32])[CH:19]=[CH:24][C:23]=1[N:3]1[CH2:4][C@@H:5]2[CH2:9][CH:8]([CH:10]=[O:11])[CH2:7][C@@H:6]2[CH2:2]1, predict the reactants needed to synthesize it. The reactants are: Cl.[CH2:2]1[C@H:6]2[CH2:7][CH:8]([CH2:10][OH:11])[CH2:9][C@H:5]2[CH2:4][NH:3]1.C(=O)([O-])[O-].[K+].[K+].F[C:19]1[CH:24]=[CH:23][C:22]([C:25]([F:28])([F:27])[F:26])=[CH:21][C:20]=1[C:29]([F:32])([F:31])[F:30].O. (4) Given the product [C:27]([C:26]1[CH:25]=[CH:24][C:23]([CH:20]2[CH2:19][CH2:18][N:17]([C:15]([C:14]3[CH:31]=[CH:32][C:33]([CH3:34])=[C:12]([NH:11][C:3]([NH:2][C:7](=[O:8])[CH:6]([CH3:10])[CH3:5])=[S:4])[CH:13]=3)=[O:16])[CH2:22][CH2:21]2)=[CH:30][CH:29]=1)#[N:28], predict the reactants needed to synthesize it. The reactants are: [NH4+].[N:2]#[C:3][S-:4].[CH3:5][CH:6]([CH3:10])[C:7](Cl)=[O:8].[NH2:11][C:12]1[CH:13]=[C:14]([CH:31]=[CH:32][C:33]=1[CH3:34])[C:15]([N:17]1[CH2:22][CH2:21][CH:20]([C:23]2[CH:30]=[CH:29][C:26]([C:27]#[N:28])=[CH:25][CH:24]=2)[CH2:19][CH2:18]1)=[O:16].